Dataset: Aqueous solubility values for 9,982 compounds from the AqSolDB database. Task: Regression/Classification. Given a drug SMILES string, predict its absorption, distribution, metabolism, or excretion properties. Task type varies by dataset: regression for continuous measurements (e.g., permeability, clearance, half-life) or binary classification for categorical outcomes (e.g., BBB penetration, CYP inhibition). For this dataset (solubility_aqsoldb), we predict Y. (1) The molecule is O=C1C[C@@H]2OCC=C3CN4CC[C@]56c7ccccc7N1[C@H]5[C@H]2[C@H]3C[C@H]46. The Y is -3.32 log mol/L. (2) The compound is CC1=CC(C)C(C=O)C(C)C1. The Y is -1.84 log mol/L.